From a dataset of Reaction yield outcomes from USPTO patents with 853,638 reactions. Predict the reaction yield, written as a fraction of the theoretical maximum amount of product (1.0 means a 100% yield; for example, 0.34 means a 34% yield). The reactants are [Cl:1][C:2]1[N:3]=[C:4](Cl)[C:5]2[S:10][CH:9]=[CH:8][C:6]=2[N:7]=1.[NH:12]1[CH2:17][CH2:16][O:15][CH2:14][CH2:13]1. The catalyst is CO. The product is [Cl:1][C:2]1[N:3]=[C:4]([N:12]2[CH2:17][CH2:16][O:15][CH2:14][CH2:13]2)[C:5]2[S:10][CH:9]=[CH:8][C:6]=2[N:7]=1. The yield is 1.00.